This data is from Catalyst prediction with 721,799 reactions and 888 catalyst types from USPTO. The task is: Predict which catalyst facilitates the given reaction. Reactant: [N:1]1[CH:6]=[CH:5][C:4](/[CH:7]=[CH:8]/[C:9]2[C:17]3[C:12](=[CH:13][C:14]([C@H:18]4[C@@:20]5([C:28]6[C:23](=[CH:24][CH:25]=[CH:26][CH:27]=6)[NH:22][C:21]5=[O:29])[CH2:19]4)=[CH:15][CH:16]=3)[N:11](COCC[Si](C)(C)C)[N:10]=2)=[CH:3][CH:2]=1.B(F)(F)F.CCOCC. Product: [N:1]1[CH:6]=[CH:5][C:4](/[CH:7]=[CH:8]/[C:9]2[C:17]3[C:12](=[CH:13][C:14]([C@H:18]4[C@@:20]5([C:28]6[C:23](=[CH:24][CH:25]=[CH:26][CH:27]=6)[NH:22][C:21]5=[O:29])[CH2:19]4)=[CH:15][CH:16]=3)[NH:11][N:10]=2)=[CH:3][CH:2]=1. The catalyst class is: 2.